The task is: Predict the reactants needed to synthesize the given product.. This data is from Full USPTO retrosynthesis dataset with 1.9M reactions from patents (1976-2016). (1) Given the product [CH3:8][C:7]1[C:2]([CH3:1])=[CH:3][C:4]2[N:5]([CH:11]=[C:12]([CH2:13][C@@H:14]3[CH2:19][CH2:18][CH2:17][CH2:16][N:15]3[C:20]([O:22][C:23]([CH3:26])([CH3:25])[CH3:24])=[O:21])[N:9]=2)[CH:6]=1, predict the reactants needed to synthesize it. The reactants are: [CH3:1][C:2]1[C:7]([CH3:8])=[CH:6][N:5]=[C:4]([NH2:9])[CH:3]=1.Br[CH2:11][C:12](=O)[CH2:13][C@@H:14]1[CH2:19][CH2:18][CH2:17][CH2:16][N:15]1[C:20]([O:22][C:23]([CH3:26])([CH3:25])[CH3:24])=[O:21]. (2) Given the product [Cl:19][C:17]1[CH:16]=[CH:15][C:14]2[N:8]([CH2:7][C:6]([CH3:50])([CH3:51])[CH2:5][OH:4])[C:9](=[O:49])[C@@H:10]([CH2:30][C:31]([NH:33][C:34]3[CH:35]=[C:36]([CH3:48])[C:37]4[O:41][C:40]([C:42]([OH:44])=[O:43])=[CH:39][C:38]=4[CH:47]=3)=[O:32])[O:11][C@H:12]([C:20]3[CH:25]=[CH:24][CH:23]=[C:22]([O:26][CH3:27])[C:21]=3[O:28][CH3:29])[C:13]=2[CH:18]=1, predict the reactants needed to synthesize it. The reactants are: C([O:4][CH2:5][C:6]([CH3:51])([CH3:50])[CH2:7][N:8]1[C:14]2[CH:15]=[CH:16][C:17]([Cl:19])=[CH:18][C:13]=2[C@@H:12]([C:20]2[CH:25]=[CH:24][CH:23]=[C:22]([O:26][CH3:27])[C:21]=2[O:28][CH3:29])[O:11][C@H:10]([CH2:30][C:31]([NH:33][C:34]2[CH:35]=[C:36]([CH3:48])[C:37]3[O:41][C:40]([C:42]([O:44]CC)=[O:43])=[CH:39][C:38]=3[CH:47]=2)=[O:32])[C:9]1=[O:49])(=O)C.[OH-].[Na+].Cl. (3) Given the product [CH2:1]([O:5][CH2:6][CH2:7][O:8][CH2:9][CH2:10][OH:11])[CH3:2], predict the reactants needed to synthesize it. The reactants are: [CH2:1]([O:5][CH2:6][CH2:7][O:8][CH2:9][CH2:10][OH:11])[CH2:2]CC.C(OCCOCCOCCO)CCC.COC(COC(COC(CO)C)C)C.C(OCC(O)C)C.CC(O)COC(CO)C.COC(COC(CO)C)C.CC(O)COC(COC(CO)C)C.C(O)C(O)CCCC.C(OCC(CO)O)C(CO)O.CC(CCOC(C=CC1C=CC(OC)=CC=1)=O)C.CCC1C=CC(C(C(CN2CCCCC2)C)=O)=CC=1.Cl.